From a dataset of Catalyst prediction with 721,799 reactions and 888 catalyst types from USPTO. Predict which catalyst facilitates the given reaction. (1) Reactant: [Cl:1][C:2]1[CH:3]=[C:4]([C@@H:8]([NH:10][C:11]([N:13]2[CH2:18][CH2:17][N:16]([C:19]3[C:20]4[S:27][C:26]([C:28]5[CH2:29][CH2:30][N:31](C(OC(C)(C)C)=O)[CH2:32][CH:33]=5)=[CH:25][C:21]=4[N:22]=[CH:23][N:24]=3)[CH2:15][C:14]2([CH3:42])[CH3:41])=[O:12])[CH3:9])[CH:5]=[CH:6][CH:7]=1.Cl. Product: [ClH:1].[Cl:1][C:2]1[CH:3]=[C:4]([C@@H:8]([NH:10][C:11]([N:13]2[CH2:18][CH2:17][N:16]([C:19]3[C:20]4[S:27][C:26]([C:28]5[CH2:29][CH2:30][NH:31][CH2:32][CH:33]=5)=[CH:25][C:21]=4[N:22]=[CH:23][N:24]=3)[CH2:15][C:14]2([CH3:41])[CH3:42])=[O:12])[CH3:9])[CH:5]=[CH:6][CH:7]=1. The catalyst class is: 12. (2) Reactant: C([Mg]Br)C.C(OCC)C.I[C:11]1[N:12]=[C:13]2[CH2:19][CH2:18][O:17][C:16]3[CH:20]=[C:21]([C:24]([O:26][CH3:27])=[O:25])[CH:22]=[N:23][C:15]=3[N:14]2[C:28]=1[I:29].O1CCCC1. Product: [I:29][C:28]1[N:14]2[C:15]3[N:23]=[CH:22][C:21]([C:24]([O:26][CH3:27])=[O:25])=[CH:20][C:16]=3[O:17][CH2:18][CH2:19][C:13]2=[N:12][CH:11]=1. The catalyst class is: 625. (3) Reactant: Cl.C([OH:4])C.C(O[Si](OCC)(OCC)OCC)C.[CH3:27][CH:19]1[O:26][C:24](=[O:25])[CH:23]([CH3:27])[O:22][C:20]1=[O:21].[CH2:19]1[O:26][C:24](=[O:25])[CH2:23][O:22][C:20]1=[O:21]. Product: [CH3:27][CH:23]([O:22][C:20]([CH2:19][OH:26])=[O:21])[C:24]([OH:4])=[O:25]. The catalyst class is: 6. (4) Reactant: Br[C:2]1[CH:7]=[CH:6][C:5]([S:8]([NH:11][C:12]2[S:13][CH:14]=[CH:15][N:16]=2)(=[O:10])=[O:9])=[C:4]([F:17])[CH:3]=1.CC(C)([O-])C.[Na+].[CH3:24][C:25]1([CH3:65])[C:38]2C=CC=C(P(C3C=CC=CC=3)C3C=CC=CC=3)[C:33]=2OC2[C:26]1=CC=CC=2P(C1C=CC=CC=1)C1C=CC=CC=1.[NH2:66][C:67]1[S:68]C=C(C2C=CC(Cl)=CC=2)[N:71]=1.O1CCOCC1. Product: [C:25]([C:38]1[N:66]=[C:67]([NH:71][C:2]2[CH:7]=[CH:6][C:5]([S:8]([NH:11][C:12]3[S:13][CH:14]=[CH:15][N:16]=3)(=[O:10])=[O:9])=[C:4]([F:17])[CH:3]=2)[S:68][CH:33]=1)([CH3:65])([CH3:26])[CH3:24]. The catalyst class is: 110. (5) Reactant: [CH3:1][O:2][CH2:3][C:4]1([CH2:7][S:8]([C:11]2[CH:16]=[CH:15][C:14]([C:17]3[CH:22]=[CH:21][C:20]([C:23]([CH3:30])([CH3:29])[C:24]([O:26]CC)=[O:25])=[CH:19][CH:18]=3)=[CH:13][CH:12]=2)(=[O:10])=[O:9])[CH2:6][CH2:5]1.O.[OH-].[Li+]. Product: [CH3:1][O:2][CH2:3][C:4]1([CH2:7][S:8]([C:11]2[CH:16]=[CH:15][C:14]([C:17]3[CH:18]=[CH:19][C:20]([C:23]([CH3:30])([CH3:29])[C:24]([OH:26])=[O:25])=[CH:21][CH:22]=3)=[CH:13][CH:12]=2)(=[O:9])=[O:10])[CH2:6][CH2:5]1. The catalyst class is: 738.